This data is from Full USPTO retrosynthesis dataset with 1.9M reactions from patents (1976-2016). The task is: Predict the reactants needed to synthesize the given product. (1) Given the product [ClH:1].[O:28]1[CH:29]=[CH:30][CH:31]=[C:27]1[CH2:26][O:25][CH:23]1[CH2:24][NH:21][CH2:22]1, predict the reactants needed to synthesize it. The reactants are: [Cl:1]C(OC(Cl)C)=O.C([N:21]1[CH2:24][CH:23]([O:25][CH2:26][C:27]2[O:28][CH:29]=[CH:30][CH:31]=2)[CH2:22]1)(C1C=CC=CC=1)C1C=CC=CC=1.C(O)C. (2) Given the product [C:1]([C:5]1[CH:6]=[C:7]([C:14](=[O:16])[CH3:15])[CH:8]=[C:9]([O:13][CH2:23][C:22]([CH3:26])([CH3:25])[CH2:21][OH:20])[C:10]=1[O:11][CH3:12])([CH3:4])([CH3:2])[CH3:3], predict the reactants needed to synthesize it. The reactants are: [C:1]([C:5]1[CH:6]=[C:7]([C:14](=[O:16])[CH3:15])[CH:8]=[C:9]([OH:13])[C:10]=1[O:11][CH3:12])([CH3:4])([CH3:3])[CH3:2].C([O:20][CH2:21][C:22]([CH3:26])([CH3:25])[CH2:23]Br)(=O)C.C(=O)([O-])[O-].[Cs+].[Cs+].[Br-]. (3) Given the product [CH3:1][O:2][C:3](=[O:26])[CH:4]([C:12]1[CH:17]=[CH:16][C:15]([S:18]([CH3:21])(=[O:19])=[O:20])=[C:14]([C:22]([F:25])([F:24])[F:23])[CH:13]=1)[CH2:5][CH:6]1[CH2:11][CH2:10][CH2:9][CH2:8][CH2:7]1, predict the reactants needed to synthesize it. The reactants are: [CH3:1][O:2][C:3](=[O:26])/[C:4](/[C:12]1[CH:17]=[CH:16][C:15]([S:18]([CH3:21])(=[O:20])=[O:19])=[C:14]([C:22]([F:25])([F:24])[F:23])[CH:13]=1)=[CH:5]/[CH:6]1[CH2:11][CH2:10][CH2:9][CH2:8][CH2:7]1.[BH4-].[Na+]. (4) Given the product [CH3:1][O:2][C:3]1[C:8]([C:9](=[O:17])[CH2:29][C:28](=[O:35])[S:30][C:31]([CH3:34])([CH3:33])[CH3:32])=[CH:7][CH:6]=[CH:5][N:4]=1, predict the reactants needed to synthesize it. The reactants are: [CH3:1][O:2][C:3]1[C:8]([C:9](=[O:17])SC2C=CC=CN=2)=[CH:7][CH:6]=[CH:5][N:4]=1.[Li+].C[Si]([N-][Si](C)(C)C)(C)C.[C:28](=[O:35])([S:30][C:31]([CH3:34])([CH3:33])[CH3:32])[CH3:29].Cl. (5) The reactants are: [CH2:1]([OH:8])[C:2]1[CH:7]=[CH:6][CH:5]=[CH:4][CH:3]=1.Cl.ClCCl.[F:13][C:14]([F:67])([F:66])[C:15]1[CH:16]=[C:17]([CH:25]([N:27]([CH2:41][C:42]2[CH:47]=[C:46]([C:48]([F:51])([F:50])[F:49])[CH:45]=[CH:44][C:43]=2[N:52]([CH2:55][C@H:56]2[CH2:61][CH2:60][C@H:59]([CH2:62][C:63](O)=[O:64])[CH2:58][CH2:57]2)[CH2:53][CH3:54])[C:28]2[N:33]=[CH:32][C:31]([O:34][CH2:35][CH2:36][S:37]([CH3:40])(=[O:39])=[O:38])=[CH:30][N:29]=2)[CH3:26])[CH:18]=[C:19]([C:21]([F:24])([F:23])[F:22])[CH:20]=1. Given the product [CH2:1]([O:8][C:63](=[O:64])[CH2:62][C@H:59]1[CH2:58][CH2:57][C@H:56]([CH2:55][N:52]([C:43]2[CH:44]=[CH:45][C:46]([C:48]([F:51])([F:50])[F:49])=[CH:47][C:42]=2[CH2:41][N:27]([CH:25]([C:17]2[CH:18]=[C:19]([C:21]([F:22])([F:23])[F:24])[CH:20]=[C:15]([C:14]([F:13])([F:66])[F:67])[CH:16]=2)[CH3:26])[C:28]2[N:33]=[CH:32][C:31]([O:34][CH2:35][CH2:36][S:37]([CH3:40])(=[O:38])=[O:39])=[CH:30][N:29]=2)[CH2:53][CH3:54])[CH2:61][CH2:60]1)[C:2]1[CH:7]=[CH:6][CH:5]=[CH:4][CH:3]=1, predict the reactants needed to synthesize it.